From a dataset of Reaction yield outcomes from USPTO patents with 853,638 reactions. Predict the reaction yield, written as a fraction of the theoretical maximum amount of product (1.0 means a 100% yield; for example, 0.34 means a 34% yield). (1) The reactants are [F:1][C:2]1[N:10]=[C:9]2[C:5]([NH:6][CH:7]=[N:8]2)=[C:4]([Cl:11])[N:3]=1.C(=O)([O-])[O-].[K+].[K+].[CH:18](I)([CH3:20])[CH3:19]. The catalyst is CN(C=O)C. The product is [Cl:11][C:4]1[N:3]=[C:2]([F:1])[N:10]=[C:9]2[C:5]=1[N:6]=[CH:7][N:8]2[CH:18]([CH3:20])[CH3:19]. The yield is 0.440. (2) The reactants are [Br:1][C:2]1[CH:3]=[CH:4][C:5]([Cl:20])=[C:6]([CH:19]=1)[CH2:7][C:8]1[CH:18]=[CH:17][C:11]([O:12][CH2:13][CH:14]([OH:16])[CH3:15])=[CH:10][CH:9]=1.[CH:21]([O:23][CH2:24][CH3:25])=[CH2:22].C1(C)C=CC(S([O-])(=O)=O)=CC=1.[NH+]1C=CC=CC=1. The catalyst is ClCCl. The product is [Br:1][C:2]1[CH:3]=[CH:4][C:5]([Cl:20])=[C:6]([CH2:7][C:8]2[CH:9]=[CH:10][C:11]([O:12][CH2:13][CH:14]([O:16][CH:21]([O:23][CH2:24][CH3:25])[CH3:22])[CH3:15])=[CH:17][CH:18]=2)[CH:19]=1. The yield is 0.870. (3) The reactants are Br[C:2]1[CH:3]=[CH:4][C:5]2[O:22][C:9]3[CH2:10][CH2:11][N:12]([C:15]([O:17][C:18]([CH3:21])([CH3:20])[CH3:19])=[O:16])[CH2:13][CH2:14][C:8]=3[C:6]=2[CH:7]=1.[F:23][C:24]1[CH:25]=[CH:26][C:27]([CH2:30][O:31][C:32]2[CH:37]=[CH:36][NH:35][C:34](=[O:38])[CH:33]=2)=[N:28][CH:29]=1. No catalyst specified. The product is [F:23][C:24]1[CH:25]=[CH:26][C:27]([CH2:30][O:31][C:32]2[CH:37]=[CH:36][N:35]([C:2]3[CH:3]=[CH:4][C:5]4[O:22][C:9]5[CH2:10][CH2:11][N:12]([C:15]([O:17][C:18]([CH3:21])([CH3:20])[CH3:19])=[O:16])[CH2:13][CH2:14][C:8]=5[C:6]=4[CH:7]=3)[C:34](=[O:38])[CH:33]=2)=[N:28][CH:29]=1. The yield is 0.320. (4) The reactants are C(OC[N:5]1[CH:9]=[C:8]([N+:10]([O-:12])=[O:11])[N:7]=[C:6]1Br)C.[ClH:14]. The catalyst is O. The product is [Cl:14][C:6]1[NH:5][CH:9]=[C:8]([N+:10]([O-:12])=[O:11])[N:7]=1. The yield is 0.590. (5) The reactants are [CH3:1][C:2]1[CH:7]=[CH:6][C:5]([NH:8][C:9](=[O:24])[C:10]2[CH:15]=[CH:14][C:13]([CH2:16][N:17]3[CH2:22][CH2:21][N:20]([CH3:23])[CH2:19][CH2:18]3)=[CH:12][CH:11]=2)=[CH:4][C:3]=1[NH:25][C:26]([N:28]1[C:32]2[N:33]=[CH:34][N:35]=[C:36](Cl)[C:31]=2[CH:30]=[CH:29]1)=[O:27].C(Cl)(=O)C.[NH2:42][C:43]1[CH:44]=[C:45]([S:49]([NH2:52])(=[O:51])=[O:50])[CH:46]=[CH:47][CH:48]=1. The catalyst is C(O)CCC. The product is [CH3:1][C:2]1[CH:7]=[CH:6][C:5]([NH:8][C:9](=[O:24])[C:10]2[CH:15]=[CH:14][C:13]([CH2:16][N:17]3[CH2:22][CH2:21][N:20]([CH3:23])[CH2:19][CH2:18]3)=[CH:12][CH:11]=2)=[CH:4][C:3]=1[NH:25][C:26]([N:28]1[C:32]2[N:33]=[CH:34][N:35]=[C:36]([NH:42][C:43]3[CH:48]=[CH:47][CH:46]=[C:45]([S:49](=[O:51])(=[O:50])[NH2:52])[CH:44]=3)[C:31]=2[CH:30]=[CH:29]1)=[O:27]. The yield is 0.550. (6) The reactants are [F:1][C:2]([F:7])([F:6])[C:3]([OH:5])=[O:4].[CH2:8]([S:10]([N:13]1[CH2:18][CH2:17][CH:16]([C:19]2[C:27]3[C:22](=[C:23]([C:42]([NH2:44])=[O:43])[CH:24]=[C:25]([C:28]4[CH:33]=[CH:32][CH:31]=[C:30]([CH2:34][NH:35][CH2:36][C:37]5S[CH:39]=[CH:40][CH:41]=5)[CH:29]=4)[CH:26]=3)[NH:21][CH:20]=2)[CH2:15][CH2:14]1)(=[O:12])=[O:11])[CH3:9].S1C=CC=C1CN. No catalyst specified. The product is [F:1][C:2]([F:7])([F:6])[C:3]([OH:5])=[O:4].[CH2:8]([S:10]([N:13]1[CH2:18][CH2:17][CH:16]([C:19]2[C:27]3[C:22](=[C:23]([C:42]([NH2:44])=[O:43])[CH:24]=[C:25]([C:28]4[CH:33]=[CH:32][CH:31]=[C:30]([CH2:34][NH:35][CH2:36][C@H:37]5[CH2:41][CH2:40][CH2:39][O:4]5)[CH:29]=4)[CH:26]=3)[NH:21][CH:20]=2)[CH2:15][CH2:14]1)(=[O:11])=[O:12])[CH3:9]. The yield is 0.703. (7) The product is [Cl:9][C:10]1[C:15]([N:16]2[CH2:17][CH2:18][CH:19]([C:22]3[CH:27]=[CH:26][CH:25]=[CH:24][C:23]=3[F:28])[CH2:20][CH2:21]2)=[CH:14][N:13]=[N:12][C:11]=1[NH:29][NH:30][C:4](=[O:5])[CH2:3][C:2]([F:8])([F:7])[F:1]. The yield is 0.740. The reactants are [F:1][C:2]([F:8])([F:7])[CH2:3][C:4](Cl)=[O:5].[Cl:9][C:10]1[C:15]([N:16]2[CH2:21][CH2:20][CH:19]([C:22]3[CH:27]=[CH:26][CH:25]=[CH:24][C:23]=3[F:28])[CH2:18][CH2:17]2)=[CH:14][N:13]=[N:12][C:11]=1[NH:29][NH2:30].C(=O)(O)[O-].[Na+]. The catalyst is C(OCC)(=O)C.C1COCC1.O. (8) The reactants are [C:1]([CH2:3][CH2:4][N:5]([CH3:23])[C:6](=[O:22])[C:7]1[CH:12]=[CH:11][CH:10]=[CH:9][C:8]=1[NH:13][C:14]1[C:19]([Cl:20])=[CH:18][N:17]=[C:16](Cl)[N:15]=1)#[N:2].[NH2:24][C:25]1[CH:26]=[CH:27][C:28]2[N:34]([CH3:35])[C:33](=[O:36])[CH2:32][CH2:31][CH2:30][C:29]=2[CH:37]=1.C12(CS(O)(=O)=O)C(C)(C)C(CC1)CC2=O.C(=O)(O)[O-].[Na+]. The catalyst is C(O)(C)C. The product is [Cl:20][C:19]1[C:14]([NH:13][C:8]2[CH:9]=[CH:10][CH:11]=[CH:12][C:7]=2[C:6]([N:5]([CH2:4][CH2:3][C:1]#[N:2])[CH3:23])=[O:22])=[N:15][C:16]([NH:24][C:25]2[CH:26]=[CH:27][C:28]3[N:34]([CH3:35])[C:33](=[O:36])[CH2:32][CH2:31][CH2:30][C:29]=3[CH:37]=2)=[N:17][CH:18]=1. The yield is 0.350.